This data is from Peptide-MHC class I binding affinity with 185,985 pairs from IEDB/IMGT. The task is: Regression. Given a peptide amino acid sequence and an MHC pseudo amino acid sequence, predict their binding affinity value. This is MHC class I binding data. (1) The MHC is HLA-A31:01 with pseudo-sequence HLA-A31:01. The peptide sequence is DHLKEKSSL. The binding affinity (normalized) is 0.0847. (2) The peptide sequence is FLGKIWPS. The MHC is HLA-A02:16 with pseudo-sequence HLA-A02:16. The binding affinity (normalized) is 1.00. (3) The peptide sequence is VTLFFLSGR. The MHC is HLA-A33:01 with pseudo-sequence HLA-A33:01. The binding affinity (normalized) is 0.576. (4) The peptide sequence is APLAHRLGM. The MHC is HLA-B51:01 with pseudo-sequence HLA-B51:01. The binding affinity (normalized) is 0.0847.